Dataset: Forward reaction prediction with 1.9M reactions from USPTO patents (1976-2016). Task: Predict the product of the given reaction. Given the reactants [C:1]([C:3]1[CH:39]=[CH:38][C:6]([CH2:7][N:8]([CH2:19][C:20]2[CH:37]=[CH:36][C:23]([O:24][C:25]3[CH:26]=[C:27]([CH:32]=[C:33]([OH:35])[CH:34]=3)[C:28]([O:30][CH3:31])=[O:29])=[CH:22][CH:21]=2)[C:9]2[CH:14]=[CH:13][CH:12]=[C:11]([N+:15]([O-:17])=[O:16])[C:10]=2[CH3:18])=[CH:5][CH:4]=1)#[N:2].CS(O[CH2:45][CH2:46][C:47]1[CH:48]=[N:49][CH:50]=[CH:51][CH:52]=1)(=O)=O, predict the reaction product. The product is: [C:1]([C:3]1[CH:4]=[CH:5][C:6]([CH2:7][N:8]([CH2:19][C:20]2[CH:37]=[CH:36][C:23]([O:24][C:25]3[CH:26]=[C:27]([CH:32]=[C:33]([O:35][CH2:45][CH2:46][C:47]4[CH:48]=[N:49][CH:50]=[CH:51][CH:52]=4)[CH:34]=3)[C:28]([O:30][CH3:31])=[O:29])=[CH:22][CH:21]=2)[C:9]2[CH:14]=[CH:13][CH:12]=[C:11]([N+:15]([O-:17])=[O:16])[C:10]=2[CH3:18])=[CH:38][CH:39]=1)#[N:2].